From a dataset of Forward reaction prediction with 1.9M reactions from USPTO patents (1976-2016). Predict the product of the given reaction. (1) Given the reactants [NH2:1][C:2]1[CH:7]=[CH:6][C:5]([C:8]2[CH:9]=[N:10][C:11]([N:14]3[CH2:19][CH2:18][C:17]([CH2:25][CH3:26])([C:20]([O:22][CH2:23][CH3:24])=[O:21])[CH2:16][CH2:15]3)=[N:12][CH:13]=2)=[CH:4][C:3]=1[N+:27]([O-:29])=[O:28].[Br:30]Br, predict the reaction product. The product is: [NH2:1][C:2]1[C:3]([N+:27]([O-:29])=[O:28])=[CH:4][C:5]([C:8]2[CH:9]=[N:10][C:11]([N:14]3[CH2:19][CH2:18][C:17]([CH2:25][CH3:26])([C:20]([O:22][CH2:23][CH3:24])=[O:21])[CH2:16][CH2:15]3)=[N:12][CH:13]=2)=[CH:6][C:7]=1[Br:30]. (2) Given the reactants [NH2:1][CH2:2][CH2:3][N:4]1[C:12]2[C:7](=[CH:8][CH:9]=[C:10]([C:13]([N:15]([CH:29]([CH3:31])[CH3:30])[C@@H:16]3[CH2:21][CH2:20][CH2:19][N:18]([C:22]([O:24][C:25]([CH3:28])([CH3:27])[CH3:26])=[O:23])[CH2:17]3)=[O:14])[CH:11]=2)[C:6]([CH3:33])([CH3:32])[C:5]1=[O:34].C(N([CH2:40][CH3:41])CC)C.[C:42](Cl)(=[O:44])C, predict the reaction product. The product is: [CH3:33][C:6]1([CH3:32])[C:7]2[C:12](=[CH:11][C:10]([C:13]([N:15]([CH:29]([CH3:30])[CH3:31])[C@@H:16]3[CH2:21][CH2:20][CH2:19][N:18]([C:22]([O:24][C:25]([CH3:26])([CH3:27])[CH3:28])=[O:23])[CH2:17]3)=[O:14])=[CH:9][CH:8]=2)[N:4]([CH2:3][CH2:2][NH:1][C:42](=[O:44])[CH2:40][CH3:41])[C:5]1=[O:34].